This data is from Reaction yield outcomes from USPTO patents with 853,638 reactions. The task is: Predict the reaction yield, written as a fraction of the theoretical maximum amount of product (1.0 means a 100% yield; for example, 0.34 means a 34% yield). (1) The reactants are [Cl-].[Al+3].[Cl-].[Cl-].[N+:5]([C:8]1[CH:16]=[CH:15][C:11]([C:12](Cl)=[O:13])=[CH:10][CH:9]=1)([O-:7])=[O:6].[F:17][C:18]1[CH:23]=[CH:22][CH:21]=[CH:20][CH:19]=1.Cl. The catalyst is C(=S)=S.O. The product is [F:17][C:18]1[CH:23]=[CH:22][C:21]([C:12]([C:11]2[CH:15]=[CH:16][C:8]([N+:5]([O-:7])=[O:6])=[CH:9][CH:10]=2)=[O:13])=[CH:20][CH:19]=1. The yield is 0.820. (2) The catalyst is C1(C)C=CC=CC=1.C(OCC)(=O)C. The reactants are [CH3:1][O:2][C:3]1[C:4]([CH3:34])=[C:5]([C:25]([O:32][CH3:33])=[C:26]([O:30][CH3:31])[C:27]=1[O:28][CH3:29])[CH2:6][C:7]1[CH:16]=[CH:15][C:10]([C:11]([O:13][CH3:14])=[O:12])=[C:9](OS(C(F)(F)F)(=O)=O)[CH:8]=1.C(=O)([O-])[O-].[Na+].[Na+].[Cl-].[Li+].B1([C:49]2[CH:54]=[CH:53][CH:52]=[N:51][CH:50]=2)OCCCO1. The product is [CH3:1][O:2][C:3]1[C:4]([CH3:34])=[C:5]([C:25]([O:32][CH3:33])=[C:26]([O:30][CH3:31])[C:27]=1[O:28][CH3:29])[CH2:6][C:7]1[CH:16]=[CH:15][C:10]([C:11]([O:13][CH3:14])=[O:12])=[C:9]([C:49]2[CH:50]=[N:51][CH:52]=[CH:53][CH:54]=2)[CH:8]=1. The yield is 0.990.